From a dataset of Forward reaction prediction with 1.9M reactions from USPTO patents (1976-2016). Predict the product of the given reaction. (1) Given the reactants [Br:1][C:2]1[CH:3]=[C:4]([CH:7]=[C:8]([Br:20])[C:9]=1[O:10][CH2:11][C:12]1[CH:17]=[CH:16][C:15]([O:18][CH3:19])=[CH:14][CH:13]=1)[CH:5]=[O:6].[CH:21]([Mg]Br)=[CH2:22], predict the reaction product. The product is: [Br:1][C:2]1[CH:3]=[C:4]([CH:5]([OH:6])[CH:21]=[CH2:22])[CH:7]=[C:8]([Br:20])[C:9]=1[O:10][CH2:11][C:12]1[CH:17]=[CH:16][C:15]([O:18][CH3:19])=[CH:14][CH:13]=1. (2) Given the reactants C([O:3][C:4]([C:6]1[S:10][C:9]([NH:11][O:12][C:13]([O:15][C:16]([CH3:19])([CH3:18])[CH3:17])=[O:14])=[N:8][C:7]=1[C:20]([F:23])([F:22])[F:21])=[O:5])C.[OH-].[Na+].Cl, predict the reaction product. The product is: [C:16]([O:15][C:13]([O:12][NH:11][C:9]1[S:10][C:6]([C:4]([OH:5])=[O:3])=[C:7]([C:20]([F:22])([F:23])[F:21])[N:8]=1)=[O:14])([CH3:19])([CH3:17])[CH3:18]. (3) The product is: [Br:2][C:3]1[CH:4]=[CH:5][C:6]([O:7][CH2:8][CH:9]2[CH2:10][CH2:11][N:12]([CH2:28][CH:26]([OH:27])[CH2:23][CH2:24][CH3:25])[CH2:13][CH2:14]2)=[CH:15][CH:16]=1. Given the reactants Cl.[Br:2][C:3]1[CH:16]=[CH:15][C:6]([O:7][CH2:8][CH:9]2[CH2:14][CH2:13][NH:12][CH2:11][CH2:10]2)=[CH:5][CH:4]=1.C([O-])([O-])=O.[K+].[K+].[CH2:23]([CH:26]1[CH2:28][O:27]1)[CH2:24][CH3:25], predict the reaction product. (4) Given the reactants C[O:2][C:3](=[O:35])[C:4]1[CH:9]=[CH:8][C:7]([N:10]2[CH2:15][CH2:14][N:13]([C:16]([C:18]3[C:26]4[C:21](=[CH:22][CH:23]=[C:24]([CH3:27])[CH:25]=4)[N:20]([CH3:28])[C:19]=3[C:29]3[CH:34]=[CH:33][CH:32]=[CH:31][CH:30]=3)=[O:17])[CH2:12][CH2:11]2)=[N:6][CH:5]=1.Cl, predict the reaction product. The product is: [CH3:28][N:20]1[C:21]2[C:26](=[CH:25][C:24]([CH3:27])=[CH:23][CH:22]=2)[C:18]([C:16]([N:13]2[CH2:12][CH2:11][N:10]([C:7]3[CH:8]=[CH:9][C:4]([C:3]([OH:35])=[O:2])=[CH:5][N:6]=3)[CH2:15][CH2:14]2)=[O:17])=[C:19]1[C:29]1[CH:34]=[CH:33][CH:32]=[CH:31][CH:30]=1. (5) Given the reactants [N+:1]([C:4]1[NH:5][CH:6]=[CH:7][N:8]=1)([O-:3])=[O:2].[C:9]([O-])([O-])=O.[Cs+].[Cs+].CI, predict the reaction product. The product is: [CH3:9][N:5]1[CH:6]=[CH:7][N:8]=[C:4]1[N+:1]([O-:3])=[O:2]. (6) Given the reactants [C:1]([O:5][C:6]([N:8]1[CH:12]([C:13]2[CH:18]=[CH:17][C:16]([C:19]([OH:21])=O)=[CH:15][CH:14]=2)[CH2:11][O:10][C:9]1([CH3:23])[CH3:22])=[O:7])([CH3:4])([CH3:3])[CH3:2].CN1CCOCC1.CN(C(ON1N=NC2C=CC=CC1=2)=[N+](C)C)C.[B-](F)(F)(F)F.[Cl:53][C:54]1[CH:60]=[CH:59][C:57]([NH2:58])=[CH:56][CH:55]=1, predict the reaction product. The product is: [C:1]([O:5][C:6]([N:8]1[CH:12]([C:13]2[CH:18]=[CH:17][C:16]([C:19](=[O:21])[NH:58][C:57]3[CH:59]=[CH:60][C:54]([Cl:53])=[CH:55][CH:56]=3)=[CH:15][CH:14]=2)[CH2:11][O:10][C:9]1([CH3:23])[CH3:22])=[O:7])([CH3:2])([CH3:3])[CH3:4]. (7) The product is: [CH2:17]([N:15]1[CH:16]=[C:12]([C:10]([C:9]2[C:4]([F:3])=[N:5][CH:6]=[CH:7][CH:8]=2)=[O:11])[N:13]=[CH:14]1)[C:18]1[CH:23]=[CH:22][CH:21]=[CH:20][CH:19]=1. Given the reactants [H-].[Na+].[F:3][C:4]1[C:9]([C:10]([C:12]2[N:13]=[CH:14][NH:15][CH:16]=2)=[O:11])=[CH:8][CH:7]=[CH:6][N:5]=1.[CH2:17](Br)[C:18]1[CH:23]=[CH:22][CH:21]=[CH:20][CH:19]=1, predict the reaction product. (8) Given the reactants [Br:1][C:2]1[CH:10]=[CH:9][C:5]([C:6](O)=[O:7])=[CH:4][C:3]=1[Cl:11].C(Cl)(=O)C([Cl:15])=O, predict the reaction product. The product is: [Br:1][C:2]1[CH:10]=[CH:9][C:5]([C:6]([Cl:15])=[O:7])=[CH:4][C:3]=1[Cl:11].